Dataset: Forward reaction prediction with 1.9M reactions from USPTO patents (1976-2016). Task: Predict the product of the given reaction. (1) Given the reactants [F:1][C:2]1[CH:7]=[C:6]([C:8]2[CH:13]=[CH:12][CH:11]=[C:10]([CH3:14])[N:9]=2)[CH:5]=[CH:4][C:3]=1[CH2:15][N:16]1[CH2:21][CH2:20][N:19](C(OC(C)(C)C)=O)[CH2:18][CH2:17]1.FC(F)(F)C(O)=O, predict the reaction product. The product is: [F:1][C:2]1[CH:7]=[C:6]([C:8]2[CH:13]=[CH:12][CH:11]=[C:10]([CH3:14])[N:9]=2)[CH:5]=[CH:4][C:3]=1[CH2:15][N:16]1[CH2:17][CH2:18][NH:19][CH2:20][CH2:21]1. (2) Given the reactants NC(N)=O.Cl.[C:6]1([C:12]([CH:14]2[CH2:19][CH2:18][NH:17][CH2:16][CH2:15]2)=O)[CH:11]=[CH:10][CH:9]=[CH:8][CH:7]=1.CCN(C(C)C)C(C)C.[C:29](O[C:29]([O:31][C:32]([CH3:35])([CH3:34])[CH3:33])=[O:30])([O:31][C:32]([CH3:35])([CH3:34])[CH3:33])=[O:30], predict the reaction product. The product is: [CH2:12]([CH:14]1[CH2:19][CH2:18][N:17]([C:29]([O:31][C:32]([CH3:35])([CH3:34])[CH3:33])=[O:30])[CH2:16][CH2:15]1)[C:6]1[CH:11]=[CH:10][CH:9]=[CH:8][CH:7]=1. (3) Given the reactants [CH3:1][N:2]1[C:7]([CH3:9])([CH3:8])[CH2:6][C:5](=O)[CH2:4][C:3]1([CH3:12])[CH3:11].Cl.[NH2:14][OH:15], predict the reaction product. The product is: [CH3:1][N:2]1[C:7]([CH3:9])([CH3:8])[CH2:6][C:5](=[N:14][OH:15])[CH2:4][C:3]1([CH3:12])[CH3:11]. (4) Given the reactants C1(C)C=CC(S(O)(=O)=O)=CC=1.[NH2:12][C@@H:13]1[CH2:18][CH2:17][N:16]([C:19]([O:21][C:22]([CH3:25])([CH3:24])[CH3:23])=[O:20])[CH2:15][C@H:14]1[C:26]1[CH:31]=[CH:30][CH:29]=[CH:28][CH:27]=1.[Cl:32][C:33]1[CH:41]=[CH:40][C:36]([C:37](O)=[O:38])=[CH:35][CH:34]=1.CCN=C=NCCCN(C)C.Cl.C1C=CC2N(O)N=NC=2C=1, predict the reaction product. The product is: [Cl:32][C:33]1[CH:41]=[CH:40][C:36]([C:37]([NH:12][C@@H:13]2[CH2:18][CH2:17][N:16]([C:19]([O:21][C:22]([CH3:25])([CH3:24])[CH3:23])=[O:20])[CH2:15][C@H:14]2[C:26]2[CH:27]=[CH:28][CH:29]=[CH:30][CH:31]=2)=[O:38])=[CH:35][CH:34]=1.